From a dataset of Reaction yield outcomes from USPTO patents with 853,638 reactions. Predict the reaction yield, written as a fraction of the theoretical maximum amount of product (1.0 means a 100% yield; for example, 0.34 means a 34% yield). (1) The reactants are [OH:1][C:2]1([CH2:9][N:10]2[CH2:15][CH2:14][C:13]3[NH:16][C:17]([CH:20]=O)=[C:18]([CH3:19])[C:12]=3[C:11]2=[O:22])[CH2:7][CH2:6][N:5]([CH3:8])[CH2:4][CH2:3]1.[Br:23][C:24]1[CH:25]=[C:26]2[C:30](=[CH:31][CH:32]=1)[NH:29][C:28](=[O:33])[CH2:27]2. No catalyst specified. The product is [Br:23][C:24]1[CH:25]=[C:26]2[C:30](=[CH:31][CH:32]=1)[NH:29][C:28](=[O:33])[C:27]2=[CH:20][C:17]1[NH:16][C:13]2[CH2:14][CH2:15][N:10]([CH2:9][C:2]3([OH:1])[CH2:7][CH2:6][N:5]([CH3:8])[CH2:4][CH2:3]3)[C:11](=[O:22])[C:12]=2[C:18]=1[CH3:19]. The yield is 0.480. (2) The product is [F:30][C:31]1[CH:36]=[CH:35][C:34]([C:2]2[CH:3]=[CH:4][C:5]([CH2:6][N:7]3[C:11]4[CH:12]=[CH:13][CH:14]=[CH:15][C:10]=4[N:9]([CH2:16][CH2:17][CH2:18][O:19][C:20]4[CH:25]=[CH:24][C:23]([F:26])=[CH:22][CH:21]=4)[C:8]3=[NH:27])=[CH:28][CH:29]=2)=[CH:33][CH:32]=1. The yield is 0.360. The reactants are Br[C:2]1[CH:29]=[CH:28][C:5]([CH2:6][N:7]2[C:11]3[CH:12]=[CH:13][CH:14]=[CH:15][C:10]=3[N:9]([CH2:16][CH2:17][CH2:18][O:19][C:20]3[CH:25]=[CH:24][C:23]([F:26])=[CH:22][CH:21]=3)[C:8]2=[NH:27])=[CH:4][CH:3]=1.[F:30][C:31]1[CH:36]=[CH:35][C:34](B(O)O)=[CH:33][CH:32]=1.C([O-])([O-])=O.[Na+].[Na+]. The catalyst is C1C=CC(P(C2C=CC=CC=2)[C-]2C=CC=C2)=CC=1.C1C=CC(P(C2C=CC=CC=2)[C-]2C=CC=C2)=CC=1.Cl[Pd]Cl.[Fe+2].CO.O1CCOCC1. (3) The yield is 0.980. The product is [CH:22]([N:21]1[CH:20]=[N:19][N:18]=[C:17]1[C:11]1[S:12][C:13]2[CH2:14][CH2:15][O:16][C:7]3[CH:6]=[C:5]([CH2:3][OH:2])[CH:26]=[CH:25][C:8]=3[C:9]=2[N:10]=1)([CH3:24])[CH3:23]. The reactants are C[O:2][C:3]([C:5]1[CH:26]=[CH:25][C:8]2[C:9]3[N:10]=[C:11]([C:17]4[N:21]([CH:22]([CH3:24])[CH3:23])[CH:20]=[N:19][N:18]=4)[S:12][C:13]=3[CH2:14][CH2:15][O:16][C:7]=2[CH:6]=1)=O.[H-].[H-].[H-].[H-].[Li+].[Al+3]. The catalyst is C1COCC1. (4) The reactants are [Cl:1][C:2]1[C:3]([O:12][C:13]2[CH:18]=[C:17]([O:19][CH2:20][O:21][CH3:22])[CH:16]=[CH:15][C:14]=2[CH2:23][CH2:24][C:25](OCC)=[O:26])=[N:4][CH:5]=[C:6]([C:8]([F:11])([F:10])[F:9])[CH:7]=1.[H-].C([Al+]CC(C)C)C(C)C. The catalyst is C(OCC)C.C1(C)C=CC=CC=1.[Cl-].[Na+].O. The product is [Cl:1][C:2]1[C:3]([O:12][C:13]2[CH:18]=[C:17]([O:19][CH2:20][O:21][CH3:22])[CH:16]=[CH:15][C:14]=2[CH2:23][CH2:24][CH2:25][OH:26])=[N:4][CH:5]=[C:6]([C:8]([F:10])([F:9])[F:11])[CH:7]=1. The yield is 0.720.